Dataset: Full USPTO retrosynthesis dataset with 1.9M reactions from patents (1976-2016). Task: Predict the reactants needed to synthesize the given product. (1) Given the product [Br:14][C@@H:6]([CH2:7][CH:8]([CH3:10])[CH3:9])[C:11]([OH:13])=[O:12], predict the reactants needed to synthesize it. The reactants are: N([O-])=O.[Na+].N[C@H:6]([C:11]([OH:13])=[O:12])[CH2:7][CH:8]([CH3:10])[CH3:9].[BrH:14]. (2) Given the product [CH:27]1([C:30]2[C:31]([CH2:44][I:25])=[CH:32][C:33]([F:43])=[C:34]([CH:42]=2)[C:35]([O:37][C:38]([CH3:41])([CH3:40])[CH3:39])=[O:36])[CH2:29][CH2:28]1, predict the reactants needed to synthesize it. The reactants are: C1(P(C2C=CC=CC=2)C2C=CC=CC=2)C=CC=CC=1.N1C=CN=C1.[I:25]I.[CH:27]1([C:30]2[C:31]([CH2:44]O)=[CH:32][C:33]([F:43])=[C:34]([CH:42]=2)[C:35]([O:37][C:38]([CH3:41])([CH3:40])[CH3:39])=[O:36])[CH2:29][CH2:28]1. (3) Given the product [CH2:25]([O:22][C:21]([C:19]1[CH:20]=[C:13]2[N:12]=[C:11]([CH2:10][CH2:9][C:3]3[CH:4]=[CH:5][CH:6]=[C:7]([F:8])[C:2]=3[F:1])[CH:16]=[C:15]([OH:17])[N:14]2[N:18]=1)=[O:23])[CH3:26], predict the reactants needed to synthesize it. The reactants are: [F:1][C:2]1[C:7]([F:8])=[CH:6][CH:5]=[CH:4][C:3]=1[CH2:9][CH2:10][C:11]1[CH:16]=[C:15]([OH:17])[N:14]2[N:18]=[C:19]([C:21]([OH:23])=[O:22])[CH:20]=[C:13]2[N:12]=1.Cl.[CH2:25](O)[CH3:26].